Dataset: NCI-60 drug combinations with 297,098 pairs across 59 cell lines. Task: Regression. Given two drug SMILES strings and cell line genomic features, predict the synergy score measuring deviation from expected non-interaction effect. Drug 2: COCCOC1=C(C=C2C(=C1)C(=NC=N2)NC3=CC=CC(=C3)C#C)OCCOC.Cl. Synergy scores: CSS=20.4, Synergy_ZIP=0.858, Synergy_Bliss=2.23, Synergy_Loewe=1.11, Synergy_HSA=1.49. Drug 1: C1CCC(CC1)NC(=O)N(CCCl)N=O. Cell line: KM12.